This data is from Catalyst prediction with 721,799 reactions and 888 catalyst types from USPTO. The task is: Predict which catalyst facilitates the given reaction. (1) Reactant: [CH2:1]([N:8]1[CH2:13][CH2:12][CH:11]([N:14]([CH2:22][C:23]2[N:24]=[CH:25][NH:26][CH:27]=2)[C:15](=[O:21])[O:16][C:17]([CH3:20])([CH3:19])[CH3:18])[CH2:10][CH2:9]1)[C:2]1[CH:7]=[CH:6][CH:5]=[CH:4][CH:3]=1.[H-].[Na+].[CH3:30][Si:31]([CH3:38])([CH3:37])[CH2:32][CH2:33][O:34][CH2:35]Cl. Product: [CH2:1]([N:8]1[CH2:13][CH2:12][CH:11]([N:14]([CH2:22][C:23]2[N:24]=[CH:25][N:26]([CH2:35][O:34][CH2:33][CH2:32][Si:31]([CH3:38])([CH3:37])[CH3:30])[CH:27]=2)[C:15](=[O:21])[O:16][C:17]([CH3:20])([CH3:19])[CH3:18])[CH2:10][CH2:9]1)[C:2]1[CH:3]=[CH:4][CH:5]=[CH:6][CH:7]=1. The catalyst class is: 248. (2) Reactant: C(NC(C)C)(C)C.[CH2:8]([C:10]1[S:14][C:13]([CH3:15])=[N:12][C:11]=1[CH3:16])[CH3:9].[CH2:17]([O:19][P:20](Cl)([O:22][CH2:23][CH3:24])=[O:21])[CH3:18].[Cl-].[NH4+]. Product: [CH2:17]([O:19][P:20]([CH2:15][C:13]1[S:14][C:10]([CH2:8][CH3:9])=[C:11]([CH3:16])[N:12]=1)(=[O:21])[O:22][CH2:23][CH3:24])[CH3:18]. The catalyst class is: 30. (3) Reactant: [CH2:1]([N:8](C(C(C)(C)C)=O)[C@H:9]1[CH2:18][CH2:17][C:16]2[C:11](=[CH:12][CH:13]=[CH:14][C:15]=2[C:19]2[C:20]([CH3:26])=[N:21][N:22]([CH3:25])[C:23]=2[CH3:24])[CH2:10]1)[C:2]1[CH:7]=[CH:6][CH:5]=[CH:4][CH:3]=1.C(O)(C(F)(F)F)=O.O. Product: [CH2:1]([NH:8][C@H:9]1[CH2:18][CH2:17][C:16]2[C:11](=[CH:12][CH:13]=[CH:14][C:15]=2[C:19]2[C:20]([CH3:26])=[N:21][N:22]([CH3:25])[C:23]=2[CH3:24])[CH2:10]1)[C:2]1[CH:7]=[CH:6][CH:5]=[CH:4][CH:3]=1. The catalyst class is: 2. (4) Reactant: [F:1][C:2]1[N:14]=[CH:13][CH:12]=[C:11]([F:15])[C:3]=1[C:4]([O:6][C:7]([CH3:10])([CH3:9])[CH3:8])=[O:5].[Li+].CC([N-]C(C)C)C.CCCCCCC.[Br:31]C(Br)(Cl)C(Cl)(Cl)Cl. Product: [Br:31][C:12]1[CH:13]=[N:14][C:2]([F:1])=[C:3]([C:11]=1[F:15])[C:4]([O:6][C:7]([CH3:10])([CH3:9])[CH3:8])=[O:5]. The catalyst class is: 1. (5) Reactant: C(OC([N:8]1[CH2:13][CH2:12][CH:11]([CH2:14][NH:15][CH3:16])[CH2:10][CH2:9]1)=O)(C)(C)C.[C:17]([C:19]1[CH:24]=[C:23]([Cl:25])[CH:22]=[CH:21][N:20]=1)#[N:18].C(=O)([O-])[O-].[K+].[K+]. Product: [ClH:25].[CH3:16][N:15]([CH2:14][CH:11]1[CH2:12][CH2:13][NH:8][CH2:9][CH2:10]1)[C:23]1[CH:22]=[CH:21][N:20]=[C:19]([C:17]#[N:18])[CH:24]=1. The catalyst class is: 9. (6) Reactant: [H-].[Na+].[C:3]1([CH2:9][CH2:10][OH:11])[CH:8]=[CH:7][CH:6]=[CH:5][CH:4]=1.Cl[CH2:13][C:14]([OH:16])=[O:15]. Product: [CH2:10]([O:11][CH2:13][C:14]([OH:16])=[O:15])[CH2:9][C:3]1[CH:8]=[CH:7][CH:6]=[CH:5][CH:4]=1. The catalyst class is: 3. (7) Reactant: C([O:4][CH2:5][C:6]1[CH:11]=[C:10]([N:12]([CH3:14])[CH3:13])[N:9]=[C:8]([C:15]#[N:16])[CH:7]=1)(=O)C.C([O-])([O-])=O.[K+].[K+]. Product: [CH3:13][N:12]([CH3:14])[C:10]1[N:9]=[C:8]([C:15]#[N:16])[CH:7]=[C:6]([CH2:5][OH:4])[CH:11]=1. The catalyst class is: 5.